Dataset: Forward reaction prediction with 1.9M reactions from USPTO patents (1976-2016). Task: Predict the product of the given reaction. (1) Given the reactants [NH:1]([C:3]([O:5][C:6]([CH3:9])([CH3:8])[CH3:7])=[O:4])[NH2:2].S([O-])([O-])(=O)=O.[Mg+2].[CH3:16][C:17]([CH3:19])=O, predict the reaction product. The product is: [C:17](=[N:2][NH:1][C:3]([O:5][C:6]([CH3:9])([CH3:8])[CH3:7])=[O:4])([CH3:19])[CH3:16]. (2) Given the reactants [F:1][C:2]1[C:3]([Sn](CCCC)(CCCC)CCCC)=[N:4][CH:5]=[CH:6][CH:7]=1.Br[C:22]1[C:23]([C:29]([O:31][CH3:32])=[O:30])=[N:24][CH:25]=[C:26]([CH3:28])[CH:27]=1.[Cl-].[Li+], predict the reaction product. The product is: [F:1][C:2]1[C:3]([C:22]2[C:23]([C:29]([O:31][CH3:32])=[O:30])=[N:24][CH:25]=[C:26]([CH3:28])[CH:27]=2)=[N:4][CH:5]=[CH:6][CH:7]=1.